From a dataset of Full USPTO retrosynthesis dataset with 1.9M reactions from patents (1976-2016). Predict the reactants needed to synthesize the given product. (1) Given the product [CH3:9][NH:8][C:6]1[N:7]=[C:2]([N:20]2[CH2:25][CH2:24][CH2:23][CH2:22][CH2:21]2)[N:3]=[C:4]([NH:10][C@@H:11]2[CH2:12][CH2:13][C@H:14]([C:17]([OH:19])=[O:18])[CH2:15][CH2:16]2)[N:5]=1, predict the reactants needed to synthesize it. The reactants are: Cl[C:2]1[N:7]=[C:6]([NH:8][CH3:9])[N:5]=[C:4]([NH:10][C@@H:11]2[CH2:16][CH2:15][C@H:14]([C:17]([OH:19])=[O:18])[CH2:13][CH2:12]2)[N:3]=1.[NH:20]1[CH2:25][CH2:24][CH2:23][CH2:22][CH2:21]1. (2) Given the product [F:21][C:15]1[CH:16]=[C:17]([F:20])[CH:18]=[C:19]2[C:14]=1[CH:13]=[CH:12][C:11](=[O:22])[N:10]2[CH2:9][CH2:8][N:5]1[CH2:4][CH2:3][CH:2]([NH:1][C:33](=[O:34])[C:32]2[CH:31]=[CH:30][C:29]([C:26]3[N:25]=[C:24]([CH3:23])[O:28][N:27]=3)=[CH:37][CH:36]=2)[CH2:7][CH2:6]1, predict the reactants needed to synthesize it. The reactants are: [NH2:1][CH:2]1[CH2:7][CH2:6][N:5]([CH2:8][CH2:9][N:10]2[C:19]3[C:14](=[C:15]([F:21])[CH:16]=[C:17]([F:20])[CH:18]=3)[CH:13]=[CH:12][C:11]2=[O:22])[CH2:4][CH2:3]1.[CH3:23][C:24]1[O:28][N:27]=[C:26]([C:29]2[CH:37]=[CH:36][C:32]([C:33](O)=[O:34])=[CH:31][CH:30]=2)[N:25]=1.C(Cl)CCl.C1C=CC2N(O)N=NC=2C=1.